This data is from Reaction yield outcomes from USPTO patents with 853,638 reactions. The task is: Predict the reaction yield, written as a fraction of the theoretical maximum amount of product (1.0 means a 100% yield; for example, 0.34 means a 34% yield). (1) The reactants are CC[N:3](C1C=CC=CC=1)CC.[C:12]1([C:22]([OH:24])=O)[C:21]2[C:16](=[CH:17][CH:18]=[CH:19][CH:20]=2)[CH:15]=[CH:14][CH:13]=1.Cl.CN(C)CCCN=C=NCC.ON1C2C=CC=CC=2N=N1. The catalyst is C1COCC1. The product is [C:12]1([C:22]([NH2:3])=[O:24])[C:21]2[C:16](=[CH:17][CH:18]=[CH:19][CH:20]=2)[CH:15]=[CH:14][CH:13]=1. The yield is 0.680. (2) The reactants are [Si:1]([O:8][C@@H:9]([C:25]1[CH:30]=[CH:29][CH:28]=[CH:27][C:26]=1[C:31]1[CH:36]=[CH:35][C:34]([Cl:37])=[CH:33][CH:32]=1)[CH:10]1[CH2:15][CH2:14][N:13]([C:16]2[CH:24]=[CH:23][C:19]([C:20](O)=[O:21])=[CH:18][CH:17]=2)[CH2:12][CH2:11]1)([C:4]([CH3:7])([CH3:6])[CH3:5])([CH3:3])[CH3:2].[CH2:38]([N:40]([CH2:43][C@H:44]1[N:49]([CH2:50][CH2:51][C@@H:52]([NH:61][C:62]2[CH:67]=[CH:66][C:65]([S:68]([NH2:71])(=[O:70])=[O:69])=[CH:64][C:63]=2[S:72]([C:75]([F:78])([F:77])[F:76])(=[O:74])=[O:73])[CH2:53][S:54][C:55]2[CH:60]=[CH:59][CH:58]=[CH:57][CH:56]=2)[CH2:48][CH2:47][O:46][CH2:45]1)[CH2:41][CH3:42])[CH3:39]. No catalyst specified. The product is [Si:1]([O:8][C@@H:9]([C:25]1[CH:30]=[CH:29][CH:28]=[CH:27][C:26]=1[C:31]1[CH:36]=[CH:35][C:34]([Cl:37])=[CH:33][CH:32]=1)[CH:10]1[CH2:15][CH2:14][N:13]([C:16]2[CH:24]=[CH:23][C:19]([C:20]([NH:71][S:68]([C:65]3[CH:66]=[CH:67][C:62]([NH:61][C@H:52]([CH2:51][CH2:50][N:49]4[CH2:48][CH2:47][O:46][CH2:45][C@H:44]4[CH2:43][N:40]([CH2:41][CH3:42])[CH2:38][CH3:39])[CH2:53][S:54][C:55]4[CH:56]=[CH:57][CH:58]=[CH:59][CH:60]=4)=[C:63]([S:72]([C:75]([F:76])([F:78])[F:77])(=[O:74])=[O:73])[CH:64]=3)(=[O:69])=[O:70])=[O:21])=[CH:18][CH:17]=2)[CH2:12][CH2:11]1)([C:4]([CH3:7])([CH3:6])[CH3:5])([CH3:3])[CH3:2]. The yield is 0.550.